From a dataset of Reaction yield outcomes from USPTO patents with 853,638 reactions. Predict the reaction yield, written as a fraction of the theoretical maximum amount of product (1.0 means a 100% yield; for example, 0.34 means a 34% yield). (1) The reactants are [NH2:1][C:2]1[CH:7]=[CH:6][C:5]([S:8]([N:11]2[CH2:15][CH2:14][S:13][CH:12]2[C:16]([O:18][C@H:19]([C:30]2[CH:35]=[CH:34][C:33]([O:36][CH:37]([F:39])[F:38])=[C:32]([O:40][CH2:41][CH:42]3[CH2:44][CH2:43]3)[CH:31]=2)[CH2:20][C:21]2[C:26]([Cl:27])=[CH:25][N+:24]([O-:28])=[CH:23][C:22]=2[Cl:29])=[O:17])(=[O:10])=[O:9])=[CH:4][CH:3]=1.N1C=CC=CC=1.[CH3:51][S:52](Cl)(=[O:54])=[O:53]. The catalyst is C(Cl)Cl. The product is [Cl:27][C:26]1[CH:25]=[N+:24]([O-:28])[CH:23]=[C:22]([Cl:29])[C:21]=1[CH2:20][C@@H:19]([C:30]1[CH:35]=[CH:34][C:33]([O:36][CH:37]([F:38])[F:39])=[C:32]([O:40][CH2:41][CH:42]2[CH2:44][CH2:43]2)[CH:31]=1)[O:18][C:16]([CH:12]1[N:11]([S:8]([C:5]2[CH:4]=[CH:3][C:2]([NH:1][S:52]([CH3:51])(=[O:54])=[O:53])=[CH:7][CH:6]=2)(=[O:10])=[O:9])[CH2:15][CH2:14][S:13]1)=[O:17]. The yield is 0.560. (2) The reactants are [CH3:1][N:2]1[N:6]=[C:5]([CH:7]2[CH2:12][CH2:11][N:10]([C:13]3[CH:18]=[CH:17][C:16](/[N:19]=[CH:20]/[C:21]4[O:22][C:23]([N+:26]([O-:28])=[O:27])=[CH:24][CH:25]=4)=[CH:15][CH:14]=3)[CH2:9][CH2:8]2)[O:4][C:3]1=[O:29].C([BH3-])#N.[Na+].C(=O)(O)[O-].[Na+]. The catalyst is CC(O)=O.CO. The product is [CH3:1][N:2]1[N:6]=[C:5]([CH:7]2[CH2:8][CH2:9][N:10]([C:13]3[CH:14]=[CH:15][C:16]([NH:19][CH2:20][C:21]4[O:22][C:23]([N+:26]([O-:28])=[O:27])=[CH:24][CH:25]=4)=[CH:17][CH:18]=3)[CH2:11][CH2:12]2)[O:4][C:3]1=[O:29]. The yield is 0.860. (3) The reactants are [CH:1]1([S:4]([O:7][CH2:8][CH2:9][CH2:10][CH3:11])(=[O:6])=[O:5])[CH2:3][CH2:2]1.[Li][CH2:13]CCC.IC. The catalyst is C1COCC1. The product is [CH3:13][C:1]1([S:4]([O:7][CH2:8][CH2:9][CH2:10][CH3:11])(=[O:6])=[O:5])[CH2:3][CH2:2]1. The yield is 0.490.